This data is from Forward reaction prediction with 1.9M reactions from USPTO patents (1976-2016). The task is: Predict the product of the given reaction. (1) Given the reactants [F:1][C:2]1[CH:7]=[CH:6][C:5]([O:8][CH3:9])=[CH:4][C:3]=1[C:10]1[C:11]([OH:27])=[CH:12][C:13]([O:16][Si](C(C)C)(C(C)C)C(C)C)=[CH:14][CH:15]=1.C(N(CC)CC)C.[F:35][C:36]([F:49])([F:48])[S:37](O[S:37]([C:36]([F:49])([F:48])[F:35])(=[O:39])=[O:38])(=[O:39])=[O:38].[Cl-].[NH4+], predict the reaction product. The product is: [F:35][C:36]([F:49])([F:48])[S:37]([O:27][C:11]1[CH:12]=[C:13]([OH:16])[CH:14]=[CH:15][C:10]=1[C:3]1[CH:4]=[C:5]([O:8][CH3:9])[CH:6]=[CH:7][C:2]=1[F:1])(=[O:39])=[O:38]. (2) Given the reactants [F:1]/[C:2](/[C:17]1[CH:21]=[C:20]([CH3:22])[N:19]([CH2:23][C:24]2[CH:25]=[C:26]([CH:30]=[CH:31][CH:32]=2)[C:27](O)=[O:28])[N:18]=1)=[CH:3]\[C:4]1[CH:9]=[CH:8][C:7]([C:10]2([C:13]([F:16])([F:15])[F:14])[CH2:12][CH2:11]2)=[CH:6][CH:5]=1.[NH:33]1[CH2:37][CH2:36][CH2:35][CH2:34]1, predict the reaction product. The product is: [F:1]/[C:2](/[C:17]1[CH:21]=[C:20]([CH3:22])[N:19]([CH2:23][C:24]2[CH:25]=[C:26]([C:27]([N:33]3[CH2:37][CH2:36][CH2:35][CH2:34]3)=[O:28])[CH:30]=[CH:31][CH:32]=2)[N:18]=1)=[CH:3]\[C:4]1[CH:5]=[CH:6][C:7]([C:10]2([C:13]([F:14])([F:15])[F:16])[CH2:11][CH2:12]2)=[CH:8][CH:9]=1. (3) Given the reactants C(O[C:6]([N:8]1[CH2:12][C:11](=[N:13][O:14][CH3:15])[CH2:10][C@H:9]1[C:16]([OH:18])=O)=[O:7])(C)(C)C.[C:19]1([C:28]2[CH:33]=[CH:32][CH:31]=[CH:30][CH:29]=2)[CH:24]=[CH:23][C:22](C(Cl)=O)=[CH:21][CH:20]=1.O/[N:35]=[C:36](\[NH2:45])/[CH2:37][C:38](=[O:44])[N:39]1[CH2:43][CH2:42][CH2:41][CH2:40]1, predict the reaction product. The product is: [CH3:15][O:14][N:13]=[C:11]1[CH2:10][C@@H:9]([C:16]2[O:18][N:45]=[C:36]([CH2:37][C:38](=[O:44])[N:39]3[CH2:43][CH2:42][CH2:41][CH2:40]3)[N:35]=2)[N:8]([C:6]([C:31]2[CH:30]=[CH:29][C:28]([C:19]3[CH:20]=[CH:21][CH:22]=[CH:23][CH:24]=3)=[CH:33][CH:32]=2)=[O:7])[CH2:12]1. (4) Given the reactants [CH3:1][O:2][C:3](=[O:27])[C:4]1[CH:9]=[CH:8][C:7](/[CH:10]=[CH:11]/[C:12]2[C:21]([CH3:22])=[CH:20][C:19]3[C:18]([CH3:24])([CH3:23])[CH2:17][CH2:16][C:15]([CH3:26])([CH3:25])[C:14]=3[CH:13]=2)=[CH:6][CH:5]=1.[Br:28]N1C(=O)CCC1=O.S(=O)(O)[O-].[Na+], predict the reaction product. The product is: [CH3:1][O:2][C:3](=[O:27])[C:4]1[CH:5]=[CH:6][C:7]([CH:10]=[CH:11][C:12]2[C:21]([CH2:22][Br:28])=[CH:20][C:19]3[C:18]([CH3:23])([CH3:24])[CH2:17][CH2:16][C:15]([CH3:26])([CH3:25])[C:14]=3[CH:13]=2)=[CH:8][CH:9]=1. (5) Given the reactants [Cl-].[CH3:2][C:3]1[C:11]2[CH2:10][O:9][C:8](=[O:12])[C:7]=2[CH:6]=[CH:5][C:4]=1[CH2:13][CH2:14][N:15]1[CH2:20][CH2:19][CH:18]([NH3+:21])[CH2:17][CH2:16]1.[F:22][C:23]1[CH:30]=[C:29]([CH:31]=O)[CH:28]=[CH:27][C:24]=1[C:25]#[N:26], predict the reaction product. The product is: [F:22][C:23]1[CH:30]=[C:29]([CH2:31][NH:21][CH:18]2[CH2:17][CH2:16][N:15]([CH2:14][CH2:13][C:4]3[CH:5]=[CH:6][C:7]4[C:8](=[O:12])[O:9][CH2:10][C:11]=4[C:3]=3[CH3:2])[CH2:20][CH2:19]2)[CH:28]=[CH:27][C:24]=1[C:25]#[N:26]. (6) The product is: [CH:1]1([CH:4]([C:11]2[CH:16]=[CH:15][CH:14]=[C:13]([O:17][CH2:18][CH:19]3[CH2:24][CH2:23][N:22]([C:25]4[C:30]([C:31](=[O:44])[N:32]([CH2:39][C:40]([CH3:42])([CH3:41])[CH3:43])[C:33]5[CH:38]=[CH:37][CH:36]=[CH:35][N:34]=5)=[CH:29][CH:28]=[C:27]([CH2:45][CH3:46])[N:26]=4)[CH2:21][CH2:20]3)[CH:12]=2)[CH2:5][C:6]([O:8][CH2:9][CH3:10])=[O:7])[CH2:2][CH2:3]1. Given the reactants [CH:1]1([CH:4]([C:11]2[CH:16]=[CH:15][CH:14]=[C:13]([O:17][CH2:18][CH:19]3[CH2:24][CH2:23][N:22]([C:25]4[C:30]([C:31](=[O:44])[N:32]([CH2:39][C:40]([CH3:43])([CH3:42])[CH3:41])[C:33]5[CH:38]=[CH:37][CH:36]=[CH:35][N:34]=5)=[CH:29][CH:28]=[C:27]([CH:45]=[CH2:46])[N:26]=4)[CH2:21][CH2:20]3)[CH:12]=2)[CH2:5][C:6]([O:8][CH2:9][CH3:10])=[O:7])[CH2:3][CH2:2]1, predict the reaction product. (7) Given the reactants [Cl:1][C:2]1[C:7]([Cl:8])=[CH:6][C:5](B(O)O)=[C:4]([CH3:12])[CH:3]=1.I[C:14]1[N:19]=[C:18]([NH2:20])[N:17]=[C:16]([NH:21][CH3:22])[CH:15]=1, predict the reaction product. The product is: [Cl:1][C:2]1[C:7]([Cl:8])=[CH:6][C:5]([C:14]2[N:19]=[C:18]([NH2:20])[N:17]=[C:16]([NH:21][CH3:22])[CH:15]=2)=[C:4]([CH3:12])[CH:3]=1.